From a dataset of Full USPTO retrosynthesis dataset with 1.9M reactions from patents (1976-2016). Predict the reactants needed to synthesize the given product. (1) Given the product [CH:1]1([CH2:6][CH:7]([N:11]2[C:19]3[C:14](=[CH:15][C:16]([O:20][C:21]([F:22])([F:23])[F:24])=[CH:17][CH:18]=3)[CH2:13][C:12]2=[O:26])[C:8]([OH:10])=[O:9])[CH2:5][CH2:4][CH2:3][CH2:2]1, predict the reactants needed to synthesize it. The reactants are: [CH:1]1([CH2:6][CH:7]([N:11]2[C:19]3[C:14](=[CH:15][C:16]([O:20][C:21]([F:24])([F:23])[F:22])=[CH:17][CH:18]=3)[C:13](=O)[C:12]2=[O:26])[C:8]([OH:10])=[O:9])[CH2:5][CH2:4][CH2:3][CH2:2]1.O.NN. (2) Given the product [Cl:1][C:2]1[N:3]=[N:4][C:5]([NH:12][C:11](=[O:18])[O:13][C:14]([CH3:17])([CH3:16])[CH3:15])=[CH:6][C:7]=1[O:8][CH3:9], predict the reactants needed to synthesize it. The reactants are: [Cl:1][C:2]1[N:3]=[N:4][C:5](Cl)=[CH:6][C:7]=1[O:8][CH3:9].[C:11](=[O:18])([O:13][C:14]([CH3:17])([CH3:16])[CH3:15])[NH2:12].C(=O)([O-])[O-].[Cs+].[Cs+].CC1(C)C2C(=C(P(C3C=CC=CC=3)C3C=CC=CC=3)C=CC=2)OC2C(P(C3C=CC=CC=3)C3C=CC=CC=3)=CC=CC1=2. (3) Given the product [N:1]1([C:7]2[CH:12]=[CH:11][C:10]([NH:13][C:14]([C:16]3[CH:17]=[C:18]([CH:30]=[CH:31][CH:32]=3)[CH2:19][S:20][CH2:21][CH2:22][C:23]([OH:25])=[O:24])=[O:15])=[C:9]([C:33]3[CH:38]=[C:37]([NH:39][CH2:40][C:41]4[CH:46]=[CH:45][CH:44]=[C:43]([C:47]([F:50])([F:49])[F:48])[CH:42]=4)[N:36]=[CH:35][N:34]=3)[CH:8]=2)[CH2:2][CH2:3][CH2:4][CH2:5][CH2:6]1, predict the reactants needed to synthesize it. The reactants are: [N:1]1([C:7]2[CH:12]=[CH:11][C:10]([NH:13][C:14]([C:16]3[CH:17]=[C:18]([CH:30]=[CH:31][CH:32]=3)[CH2:19][S:20][CH2:21][CH2:22][C:23]([O:25]C(C)(C)C)=[O:24])=[O:15])=[C:9]([C:33]3[CH:38]=[C:37]([NH:39][CH2:40][C:41]4[CH:46]=[CH:45][CH:44]=[C:43]([C:47]([F:50])([F:49])[F:48])[CH:42]=4)[N:36]=[CH:35][N:34]=3)[CH:8]=2)[CH2:6][CH2:5][CH2:4][CH2:3][CH2:2]1.C(O)(C(F)(F)F)=O. (4) Given the product [Cl:25][C:26]1[CH:32]=[CH:31][CH:30]=[C:29]([Cl:33])[C:27]=1[NH:28][C:9]([C:8]1[N:7]=[N:6][C:5]([S:12][CH3:13])=[N:4][C:3]=1[CH2:1][CH3:2])=[O:11], predict the reactants needed to synthesize it. The reactants are: [CH2:1]([C:3]1[N:4]=[C:5]([S:12][CH3:13])[N:6]=[N:7][C:8]=1[C:9]([OH:11])=O)[CH3:2].CN(C)C=O.C(Cl)(=O)C(Cl)=O.[Cl:25][C:26]1[CH:32]=[CH:31][CH:30]=[C:29]([Cl:33])[C:27]=1[NH2:28].NC1C=CC=CC=1. (5) Given the product [CH3:27][O:26][CH:23]([O:24][CH3:25])[CH2:22][N:21]([CH2:20][C:19]1[CH:18]=[CH:17][C:16]([F:15])=[CH:29][CH:28]=1)[C:1](=[O:2])[NH:30][C:31]1[S:32][C:33]([C:37]([NH:39][CH2:40][C:41]2[CH:42]=[N:43][CH:44]=[CH:45][CH:46]=2)=[O:38])=[C:34]([CH3:36])[N:35]=1, predict the reactants needed to synthesize it. The reactants are: [CH3:1][O:2]C(OC)CNC1C=CC(F)=CC=1.[F:15][C:16]1[CH:29]=[CH:28][C:19]([CH2:20][NH:21][CH2:22][CH:23]([O:26][CH3:27])[O:24][CH3:25])=[CH:18][CH:17]=1.[NH2:30][C:31]1[S:32][C:33]([C:37]([NH:39][CH2:40][C:41]2[CH:42]=[N:43][CH:44]=[CH:45][CH:46]=2)=[O:38])=[C:34]([CH3:36])[N:35]=1.